Dataset: Forward reaction prediction with 1.9M reactions from USPTO patents (1976-2016). Task: Predict the product of the given reaction. (1) The product is: [NH2:12][C:8]([C:13]1[CH:14]=[CH:15][C:16]([F:19])=[CH:17][CH:18]=1)([C:5]1[CH:4]=[CH:3][C:2]([F:1])=[CH:7][CH:6]=1)[CH:9]([NH:11][C:26]([C:21]1[CH:22]=[N:23][CH:24]=[CH:25][N:20]=1)=[O:27])[CH3:10]. Given the reactants [F:1][C:2]1[CH:7]=[CH:6][C:5]([C:8]([C:13]2[CH:18]=[CH:17][C:16]([F:19])=[CH:15][CH:14]=2)([NH2:12])[CH:9]([NH2:11])[CH3:10])=[CH:4][CH:3]=1.[N:20]1[CH:25]=[CH:24][N:23]=[CH:22][C:21]=1[C:26](O)=[O:27].CN(C)CCCN=C=NCC, predict the reaction product. (2) Given the reactants C[O-].[Na+].[OH:4][C:5]1[CH:10]=[CH:9][C:8]([CH2:11][C:12](OCC)=O)=[CH:7][CH:6]=1.[Br:17][C:18]1[CH:23]=[C:22]([CH3:24])[CH:21]=[C:20]([Br:25])[C:19]=1[NH:26][C:27](=[S:30])[NH:28][NH2:29], predict the reaction product. The product is: [OH:4][C:5]1[CH:6]=[CH:7][C:8]([CH2:11][C:12]2[N:26]([C:19]3[C:20]([Br:25])=[CH:21][C:22]([CH3:24])=[CH:23][C:18]=3[Br:17])[C:27](=[S:30])[NH:28][N:29]=2)=[CH:9][CH:10]=1. (3) Given the reactants [C:1](Cl)(=[O:4])[CH:2]=[CH2:3].[Cl:6][C:7]1[C:8]([C:32]2[CH:33]=[N:34][N:35]3[CH:40]=[CH:39][CH:38]=[CH:37][C:36]=23)=[N:9][C:10]([NH:13][C:14]2[CH:15]=[C:16]([NH2:31])[C:17]([N:22]3[CH2:25][C:24]4([CH2:29][CH2:28][CH2:27][N:26]4[CH3:30])[CH2:23]3)=[CH:18][C:19]=2[O:20][CH3:21])=[N:11][CH:12]=1, predict the reaction product. The product is: [Cl:6][C:7]1[C:8]([C:32]2[CH:33]=[N:34][N:35]3[CH:40]=[CH:39][CH:38]=[CH:37][C:36]=23)=[N:9][C:10]([NH:13][C:14]2[C:19]([O:20][CH3:21])=[CH:18][C:17]([N:22]3[CH2:23][C:24]4([CH2:29][CH2:28][CH2:27][N:26]4[CH3:30])[CH2:25]3)=[C:16]([NH:31][C:1](=[O:4])[CH:2]=[CH2:3])[CH:15]=2)=[N:11][CH:12]=1. (4) Given the reactants [NH2:1][C:2]1[N:7]=[C:6]2[N:8]([CH2:11][C:12]3[CH:20]=[CH:19][CH:18]=[C:17]4[C:13]=3[CH:14]=[CH:15][N:16]4C(OC(C)(C)C)=O)[N:9]=[CH:10][C:5]2=[C:4]([C:28]2[O:29][CH:30]=[CH:31][CH:32]=2)[N:3]=1.C[O-].[Na+], predict the reaction product. The product is: [O:29]1[CH:30]=[CH:31][CH:32]=[C:28]1[C:4]1[N:3]=[C:2]([NH2:1])[N:7]=[C:6]2[N:8]([CH2:11][C:12]3[CH:20]=[CH:19][CH:18]=[C:17]4[C:13]=3[CH:14]=[CH:15][NH:16]4)[N:9]=[CH:10][C:5]=12. (5) Given the reactants I[C:2]1[CH:3]=[C:4]([O:21][C:22]([F:25])([F:24])[F:23])[CH:5]=[C:6]2[C:11]=1[O:10][CH:9]([C:12]([F:15])([F:14])[F:13])[C:8]([C:16]([O:18][CH2:19][CH3:20])=[O:17])=[CH:7]2.[N:26]1[CH:31]=[CH:30][CH:29]=[C:28]([C:32]#[CH:33])[CH:27]=1, predict the reaction product. The product is: [N:26]1[CH:31]=[CH:30][CH:29]=[C:28]([C:32]#[C:33][C:2]2[CH:3]=[C:4]([O:21][C:22]([F:24])([F:23])[F:25])[CH:5]=[C:6]3[C:11]=2[O:10][CH:9]([C:12]([F:14])([F:15])[F:13])[C:8]([C:16]([O:18][CH2:19][CH3:20])=[O:17])=[CH:7]3)[CH:27]=1. (6) Given the reactants [O:1]1[C:5]2[CH:6]=[CH:7][CH:8]=[CH:9][C:4]=2[N:3]=[C:2]1[N:10]([CH2:23][C:24]1[CH:29]=[CH:28][CH:27]=[C:26]([OH:30])[CH:25]=1)[CH2:11][CH2:12][CH2:13][O:14][C:15]1[CH:20]=[CH:19][C:18]([O:21][CH3:22])=[CH:17][CH:16]=1.O[C@H:32]1[CH2:37][CH2:36][O:35][C:33]1=[O:34].C1(P(C2C=CC=CC=2)C2C=CC=CC=2)C=CC=CC=1.N(C(OC(C)(C)C)=O)=NC(OC(C)(C)C)=O, predict the reaction product. The product is: [O:1]1[C:5]2[CH:6]=[CH:7][CH:8]=[CH:9][C:4]=2[N:3]=[C:2]1[N:10]([CH2:23][C:24]1[CH:25]=[C:26]([O:30][C@@H:32]2[CH2:37][CH2:36][O:35][C:33]2=[O:34])[CH:27]=[CH:28][CH:29]=1)[CH2:11][CH2:12][CH2:13][O:14][C:15]1[CH:20]=[CH:19][C:18]([O:21][CH3:22])=[CH:17][CH:16]=1. (7) Given the reactants C(OC([N:8]1[CH2:20][CH:11]2[C:12]3[CH:13]=[C:14]([Br:19])[S:15][C:16]=3[CH:17]([CH3:18])[CH:10]2[CH2:9]1)=O)(C)(C)C, predict the reaction product. The product is: [Br:19][C:14]1[S:15][C:16]2[CH:17]([CH3:18])[CH:10]3[CH2:9][NH:8][CH2:20][CH:11]3[C:12]=2[CH:13]=1.